From a dataset of Forward reaction prediction with 1.9M reactions from USPTO patents (1976-2016). Predict the product of the given reaction. (1) Given the reactants CC[O-].[Na+].[Na].[C:6]([NH:9][NH2:10])([NH2:8])=[NH:7].Cl.[Na+].[Cl-].O=[C:15]([CH3:22])[CH2:16][C:17](OCC)=[O:18], predict the reaction product. The product is: [NH2:7][C:6]1[N:9]([NH2:10])[C:17](=[O:18])[CH:16]=[C:15]([CH3:22])[N:8]=1. (2) The product is: [CH2:11]([NH:14][C:15]([C:17]1[C:18]([C:22]2[NH:10][C:4]3[CH:3]=[C:2]([CH3:1])[C:7]([CH3:8])=[CH:6][C:5]=3[N:9]=2)=[N:19][NH:20][CH:21]=1)=[O:16])[CH2:12][CH3:13]. Given the reactants [CH3:1][C:2]1[CH:3]=[C:4]([NH2:10])[C:5]([NH2:9])=[CH:6][C:7]=1[CH3:8].[CH2:11]([NH:14][C:15]([C:17]1[C:18]([CH:22]=O)=[N:19][NH:20][CH:21]=1)=[O:16])[CH2:12][CH3:13].C(NC(C1C=NNC=1)=O)CC, predict the reaction product. (3) Given the reactants [NH2:1][C:2]1[CH:11]=[CH:10][CH:9]=[C:8]2[C:3]=1[CH:4]=[CH:5][N:6]=[CH:7]2.[N:12]([O-])=O.[Na+].O=[C:17]([CH2:21][CH2:22][CH:23]=[CH2:24])[CH2:18][C:19]#[N:20].O.[NH2:26][NH2:27], predict the reaction product. The product is: [CH2:21]([C:17]1[C:18](=[N:12][NH:1][C:2]2[CH:11]=[CH:10][CH:9]=[C:8]3[C:3]=2[CH:4]=[CH:5][N:6]=[CH:7]3)[C:19]([NH2:20])=[N:26][N:27]=1)[CH2:22][CH:23]=[CH2:24]. (4) Given the reactants [NH2:1][C:2]1[CH:7]=[CH:6][C:5]([C:8]2[N:13]=[C:12]([NH:14][C@H:15]([C:17]3[CH:22]=[CH:21][CH:20]=[CH:19][CH:18]=3)[CH3:16])[CH:11]=[N:10][CH:9]=2)=[CH:4][CH:3]=1.[CH:23]1([C:26](Cl)=[O:27])[CH2:25][CH2:24]1, predict the reaction product. The product is: [C:17]1([C@@H:15]([NH:14][C:12]2[N:13]=[C:8]([C:5]3[CH:4]=[CH:3][C:2]([NH:1][C:26]([CH:23]4[CH2:25][CH2:24]4)=[O:27])=[CH:7][CH:6]=3)[CH:9]=[N:10][CH:11]=2)[CH3:16])[CH:18]=[CH:19][CH:20]=[CH:21][CH:22]=1. (5) Given the reactants CO[C:3](=[O:15])[CH2:4][C:5]([C:7]1[CH:12]=[CH:11][C:10]([CH3:13])=[C:9]([CH3:14])[CH:8]=1)=O.Cl.[NH:17]1[CH2:22][CH2:21][CH2:20][NH:19][C:18]1=[NH:23].C(=O)([O-])[O-].[K+].[K+].O, predict the reaction product. The product is: [CH3:14][C:9]1[CH:8]=[C:7]([C:5]2[N:23]=[C:18]3[NH:19][CH2:20][CH2:21][CH2:22][N:17]3[C:3](=[O:15])[CH:4]=2)[CH:12]=[CH:11][C:10]=1[CH3:13]. (6) Given the reactants [Br:1][C:2]1[CH:3]=[C:4]2[C:12](=[CH:13][CH:14]=1)[N:11]([C:15]1[CH:20]=[CH:19][CH:18]=[CH:17][C:16]=1[NH2:21])[C:10]1[C:9](F)=[CH:8][CH:7]=[CH:6][C:5]2=1.[H-].[Na+], predict the reaction product. The product is: [Br:1][C:2]1[CH:14]=[CH:13][C:12]2[N:11]3[C:10]4[C:5]([C:4]=2[CH:3]=1)=[CH:6][CH:7]=[CH:8][C:9]=4[NH:21][C:16]1[C:15]3=[CH:20][CH:19]=[CH:18][CH:17]=1.